From a dataset of Full USPTO retrosynthesis dataset with 1.9M reactions from patents (1976-2016). Predict the reactants needed to synthesize the given product. (1) Given the product [CH3:1][C@H:2]1[C:9]([S:10][C@@H:11]2[CH2:15][NH:14][C@H:13]([C:16]([N:18]([CH3:19])[CH3:20])=[O:17])[CH2:12]2)=[C:8]([C:21]([OH:23])=[O:22])[N:7]2[C@H:3]1[C@@H:4]([C@H:24]([OH:26])[CH3:25])[C:5]2=[O:6].[OH2:6].[OH2:6].[OH2:6], predict the reactants needed to synthesize it. The reactants are: [CH3:1][C@H:2]1[C:9]([S:10][C@@H:11]2[CH2:15][NH:14][C@H:13]([C:16]([N:18]([CH3:20])[CH3:19])=[O:17])[CH2:12]2)=[C:8]([C:21]([OH:23])=[O:22])[N:7]2[C@H:3]1[C@@H:4]([C@H:24]([OH:26])[CH3:25])[C:5]2=[O:6]. (2) Given the product [O:18]1[C:13]2[CH:14]=[CH:20][C:10]([CH:2]([OH:1])[CH2:3][N:4]3[CH2:9][CH2:8][N:7]([CH2:49][CH:47]([C:44]4[CH:43]=[CH:42][CH:41]=[C:40]5[C:45]=4[CH:46]=[C:37]([O:36][CH3:35])[CH:38]=[N:39]5)[OH:48])[CH2:6][CH2:5]3)=[CH:11][C:12]=2[O:19][CH2:16][CH2:17]1, predict the reactants needed to synthesize it. The reactants are: [OH:1][CH:2]([C:10]1[CH:11]=[CH:12][C:13]2[O:18][CH2:17][C:16](=[O:19])N[C:14]=2[CH:20]=1)[CH2:3][N:4]1[CH2:9][CH2:8][NH:7][CH2:6][CH2:5]1.ClCC(C1C=CC2OCCOC=2C=1)=O.[CH3:35][O:36][C:37]1[CH:38]=[N:39][C:40]2[C:45]([CH:46]=1)=[C:44]([CH:47]1[CH2:49][O:48]1)[CH:43]=[CH:42][CH:41]=2.O1C2C=CC(C(O)CN3CCNCC3)=CC=2OCC1. (3) The reactants are: [O:1]1[CH2:3][C@H:2]1[CH2:4][O:5][C:6]1[C:14]2[C:10](=[N:11][C:12](=[O:15])[N:13]=2)[CH:9]=[CH:8][CH:7]=1.[NH2:16][CH2:17][CH:18]1[CH2:23][CH2:22][N:21]([CH2:24][CH2:25][C:26]([F:29])([F:28])[F:27])[CH2:20][CH2:19]1. Given the product [OH:1][C@@H:2]([CH2:3][NH:16][CH2:17][CH:18]1[CH2:23][CH2:22][N:21]([CH2:24][CH2:25][C:26]([F:29])([F:27])[F:28])[CH2:20][CH2:19]1)[CH2:4][O:5][C:6]1[C:14]2[NH:13][C:12](=[O:15])[NH:11][C:10]=2[CH:9]=[CH:8][CH:7]=1, predict the reactants needed to synthesize it. (4) Given the product [F:1][C:2]1[CH:3]=[C:4]([C:8]2[CH:13]=[CH:12][C:11]([C:14](=[O:21])[CH2:15][CH2:16][C:17]([OH:19])=[O:18])=[CH:10][CH:9]=2)[CH:5]=[CH:6][CH:7]=1, predict the reactants needed to synthesize it. The reactants are: [F:1][C:2]1[CH:3]=[C:4]([C:8]2[CH:13]=[CH:12][C:11]([C:14](=[O:21])[CH2:15][CH2:16][C:17]([O:19]C)=[O:18])=[CH:10][CH:9]=2)[CH:5]=[CH:6][CH:7]=1. (5) Given the product [Cl:18][C:3]1[C:2]2[N:1]=[C:28]([N:29]([CH3:33])[CH2:30][CH2:31][CH3:32])[N:12]([CH2:13][C:14]([CH3:15])([OH:16])[CH3:17])[C:11]=2[C:10]2[CH:9]=[CH:8][CH:7]=[CH:6][C:5]=2[N:4]=1, predict the reactants needed to synthesize it. The reactants are: [NH2:1][C:2]1[C:3]([Cl:18])=[N:4][C:5]2[C:10]([C:11]=1[NH:12][CH2:13][C:14]([CH3:17])([OH:16])[CH3:15])=[CH:9][CH:8]=[CH:7][CH:6]=2.C(N(CC)CC)C.[Cl-].Cl[C:28](Cl)=[N+:29]([CH3:33])[CH2:30][CH2:31][CH3:32].